This data is from Catalyst prediction with 721,799 reactions and 888 catalyst types from USPTO. The task is: Predict which catalyst facilitates the given reaction. (1) The catalyst class is: 2. Reactant: C(OC(=O)[NH:7][C:8]1[CH:13]=[C:12]([N:14]2[CH2:19][CH2:18][O:17][CH2:16][CH2:15]2)[C:11]([C:20]([F:23])([F:22])[F:21])=[CH:10][C:9]=1[NH:24][C:25](=[O:37])[CH2:26][C:27]([C:29]1[CH:34]=[CH:33][N:32]=[C:31]([C:35]#[N:36])[CH:30]=1)=O)(C)(C)C.C(O)(C(F)(F)F)=O. Product: [N:14]1([C:12]2[C:11]([C:20]([F:22])([F:23])[F:21])=[CH:10][C:9]3[NH:24][C:25](=[O:37])[CH2:26][C:27]([C:29]4[CH:34]=[CH:33][N:32]=[C:31]([C:35]#[N:36])[CH:30]=4)=[N:7][C:8]=3[CH:13]=2)[CH2:19][CH2:18][O:17][CH2:16][CH2:15]1. (2) Reactant: C(N([P:8]([N:12]([CH:16]([CH3:18])[CH3:17])[CH:13]([CH3:15])[CH3:14])(Cl)([O-])[O-])C(C)C)(C)C.[CH3:19][O:20][C:21]1[CH:58]=[CH:57][C:24]([C:25]([O:40][CH2:41][C@H:42]2[O:46][C@@H:45]([N:47]3[CH:55]=[C:53]([CH3:54])[C:51](=[O:52])[NH:50][C:48]3=[O:49])[CH2:44][C@@H:43]2[OH:56])([C:34]2[CH:39]=[CH:38][CH:37]=[CH:36][CH:35]=2)[C:26]2[CH:31]=[CH:30][C:29]([O:32][CH3:33])=[CH:28][CH:27]=2)=[CH:23][CH:22]=1.C(N(C(C)C)C(C)C)C.[C:68]([O:71][C@@H:72]1[C@@H:82]([O:83][C:84](=[O:86])[CH3:85])[C@H:81]([O:87][C:88](=[O:90])[CH3:89])[C@@H:80]([CH2:91][O:92][C:93](=[O:95])[CH3:94])[O:79][C@H:73]1[O:74][CH2:75][CH2:76][CH2:77]O)(=[O:70])[CH3:69].N1C=NN=N1. Product: [CH3:19][O:20][C:21]1[CH:58]=[CH:57][C:24]([C:25]([O:40][CH2:41][C@H:42]2[O:46][C@@H:45]([N:47]3[CH:55]=[C:53]([CH3:54])[C:51](=[O:52])[NH:50][C:48]3=[O:49])[CH2:44][C@@H:43]2[O:56][P:8]([N:12]([CH:13]([CH3:14])[CH3:15])[CH:16]([CH3:17])[CH3:18])[CH2:77][CH2:76][CH2:75][O:74][C@@H:73]2[O:79][C@H:80]([CH2:91][O:92][C:93](=[O:95])[CH3:94])[C@@H:81]([O:87][C:88](=[O:90])[CH3:89])[C@H:82]([O:83][C:84](=[O:86])[CH3:85])[C@H:72]2[O:71][C:68](=[O:70])[CH3:69])([C:34]2[CH:35]=[CH:36][CH:37]=[CH:38][CH:39]=2)[C:26]2[CH:31]=[CH:30][C:29]([O:32][CH3:33])=[CH:28][CH:27]=2)=[CH:23][CH:22]=1. The catalyst class is: 4. (3) Product: [C:1]([NH:5][C:6]1[N:13]=[C:12]([C:14]([F:17])([F:16])[F:15])[CH:11]=[CH:10][C:7]=1[C:8]([OH:23])=[O:18])([CH3:4])([CH3:3])[CH3:2]. The catalyst class is: 6. Reactant: [C:1]([NH:5][C:6]1[N:13]=[C:12]([C:14]([F:17])([F:16])[F:15])[CH:11]=[CH:10][C:7]=1[C:8]#N)([CH3:4])([CH3:3])[CH3:2].[OH-:18].[K+].C([OH:23])CC. (4) Reactant: [F:1][C:2]1[CH:3]=[C:4]([CH:6]=[CH:7][C:8]=1[N:9]1[CH2:14][CH2:13][O:12][CH2:11][CH2:10]1)[NH2:5].C[Al](C)C.C[O:20][C:21](=O)/[CH:22]=[C:23](\[NH:25][C:26](=O)[CH2:27][O:28][C:29]1[CH:34]=[C:33]([F:35])[CH:32]=[C:31]([F:36])[CH:30]=1)/[CH3:24]. Product: [F:35][C:33]1[CH:34]=[C:29]([CH:30]=[C:31]([F:36])[CH:32]=1)[O:28][CH2:27][C:26]1[N:5]([C:4]2[CH:6]=[CH:7][C:8]([N:9]3[CH2:14][CH2:13][O:12][CH2:11][CH2:10]3)=[C:2]([F:1])[CH:3]=2)[C:21](=[O:20])[CH:22]=[C:23]([CH3:24])[N:25]=1. The catalyst class is: 2. (5) Reactant: Cl[C:2]1[N:11]=[CH:10][C:9]2[C:4](=[CH:5][CH:6]=[CH:7][CH:8]=2)[N:3]=1.[NH2:12][C:13]1[CH:14]=[C:15]2[C:19](=[CH:20][CH:21]=1)[C:18](=[O:22])[N:17]([C:23]1[C:28]([CH3:29])=[CH:27][CH:26]=[CH:25][C:24]=1[CH3:30])[C:16]2=[O:31]. Product: [CH3:29][C:28]1[CH:27]=[CH:26][CH:25]=[C:24]([CH3:30])[C:23]=1[N:17]1[C:16](=[O:31])[C:15]2[C:19](=[CH:20][CH:21]=[C:13]([NH:12][C:2]3[N:11]=[C:10]([C:4]4[CH:9]=[CH:8][CH:7]=[CH:6][CH:5]=4)[C:9]4[C:4](=[CH:5][CH:6]=[CH:7][CH:8]=4)[N:3]=3)[CH:14]=2)[C:18]1=[O:22]. The catalyst class is: 51. (6) Reactant: [CH3:1][O:2][C:3]1[CH:4]=[C:5]2[C:10](=[CH:11][C:12]=1[O:13][CH3:14])[CH2:9][N:8]([C:15]1[CH:23]=[CH:22][C:18]([C:19]([O-:21])=O)=[CH:17][N:16]=1)[CH2:7][CH2:6]2.[NH2:24][OH:25].[OH-].[Na+]. Product: [CH3:1][O:2][C:3]1[CH:4]=[C:5]2[C:10](=[CH:11][C:12]=1[O:13][CH3:14])[CH2:9][N:8]([C:15]1[CH:23]=[CH:22][C:18]([C:19]([NH:24][OH:25])=[O:21])=[CH:17][N:16]=1)[CH2:7][CH2:6]2. The catalyst class is: 12. (7) Reactant: [CH2:1]([S:4](Cl)(=[O:6])=[O:5])[CH2:2]C.[OH:8][C:9]([C:13]1[CH:18]=[CH:17][C:16]([N+:19]([O-:21])=[O:20])=[CH:15][CH:14]=1)([CH3:12])[CH2:10][NH2:11].[CH2:22]1CCN2C(=NCCC2)CC1. Product: [OH:8][C:9]([C:13]1[CH:18]=[CH:17][C:16]([N+:19]([O-:21])=[O:20])=[CH:15][CH:14]=1)([CH3:12])[CH2:10][NH:11][S:4]([CH:1]([CH3:2])[CH3:22])(=[O:5])=[O:6]. The catalyst class is: 2.